This data is from Forward reaction prediction with 1.9M reactions from USPTO patents (1976-2016). The task is: Predict the product of the given reaction. (1) The product is: [Cl:24][C:25]1[CH:30]=[CH:29][C:28]([CH:31]2[C:32]3[C:47]([CH2:48][CH3:49])=[N:3][N:2]([C:4]4[C:5]([O:12][CH3:13])=[N:6][C:7]([O:10][CH3:11])=[N:8][CH:9]=4)[C:33]=3[C:34](=[O:45])[N:35]2[C:36]2[CH:41]=[C:40]([CH3:42])[C:39](=[O:43])[N:38]([CH3:44])[CH:37]=2)=[CH:27][CH:26]=1. Given the reactants Cl.[NH:2]([C:4]1[C:5]([O:12][CH3:13])=[N:6][C:7]([O:10][CH3:11])=[N:8][CH:9]=1)[NH2:3].CC([O-])=O.[Na+].S(=O)(=O)(O)N.[Cl:24][C:25]1[CH:30]=[CH:29][C:28]([CH:31]2[N:35]([C:36]3[CH:41]=[C:40]([CH3:42])[C:39](=[O:43])[N:38]([CH3:44])[CH:37]=3)[C:34](=[O:45])[C:33](=O)[CH:32]2[C:47](=O)[CH2:48][CH3:49])=[CH:27][CH:26]=1.C([O-])(O)=O.[Na+], predict the reaction product. (2) Given the reactants [NH2:1][C:2]1[C:7]([C:8]#[N:9])=[CH:6][CH:5]=[CH:4][N:3]=1.[Br:10]Br, predict the reaction product. The product is: [NH2:1][C:2]1[N:3]=[CH:4][C:5]([Br:10])=[CH:6][C:7]=1[C:8]#[N:9]. (3) Given the reactants [NH2:1][C@@H:2]([CH2:39][C:40]1[CH:45]=[CH:44][CH:43]=[CH:42][CH:41]=1)[C@@H:3]([OH:38])[CH2:4][C@@H:5]([NH:13][C:14](=[O:37])[C@@H:15]([N:20]1[CH2:24][CH2:23][N:22]([CH2:25][C:26]2[C:35]3[C:30](=[CH:31][CH:32]=[CH:33][CH:34]=3)[N:29]=[CH:28][CH:27]=2)[C:21]1=[O:36])[C@@H:16]([CH3:19])[CH2:17][CH3:18])[CH2:6][C:7]1[CH:12]=[CH:11][CH:10]=[CH:9][CH:8]=1.[CH3:46][O:47][C:48]([NH:50][C@@H:51]([C:55]([CH3:58])([CH3:57])[CH3:56])[C:52](O)=[O:53])=[O:49].CCN=C=NCCCN(C)C.C1C=CC2N(O)N=NC=2C=1.CN1CCOCC1, predict the reaction product. The product is: [CH2:39]([C@H:2]([NH:1][C:52]([C@@H:51]([NH:50][C:48](=[O:49])[O:47][CH3:46])[C:55]([CH3:58])([CH3:57])[CH3:56])=[O:53])[C@@H:3]([OH:38])[CH2:4][C@@H:5]([NH:13][C:14](=[O:37])[C@@H:15]([N:20]1[CH2:24][CH2:23][N:22]([CH2:25][C:26]2[C:35]3[C:30](=[CH:31][CH:32]=[CH:33][CH:34]=3)[N:29]=[CH:28][CH:27]=2)[C:21]1=[O:36])[CH:16]([CH3:19])[CH2:17][CH3:18])[CH2:6][C:7]1[CH:12]=[CH:11][CH:10]=[CH:9][CH:8]=1)[C:40]1[CH:41]=[CH:42][CH:43]=[CH:44][CH:45]=1. (4) Given the reactants [C:1]([C:5]1[O:9][N:8]=[C:7]([NH:10][C:11]([C@@H:13]2[CH2:18][CH2:17][CH2:16][CH2:15][N:14]2[C:19]([N:21]2[CH2:26][CH2:25][NH:24][CH2:23][CH2:22]2)=[O:20])=[O:12])[CH:6]=1)([CH3:4])([CH3:3])[CH3:2].[CH3:27][S:28](Cl)(=[O:30])=[O:29].C(N(CC)C(C)C)(C)C, predict the reaction product. The product is: [C:1]([C:5]1[O:9][N:8]=[C:7]([NH:10][C:11]([C@@H:13]2[CH2:18][CH2:17][CH2:16][CH2:15][N:14]2[C:19]([N:21]2[CH2:26][CH2:25][N:24]([S:28]([CH3:27])(=[O:30])=[O:29])[CH2:23][CH2:22]2)=[O:20])=[O:12])[CH:6]=1)([CH3:4])([CH3:2])[CH3:3]. (5) Given the reactants [F:1][C:2]1[CH:9]=[CH:8][CH:7]=[CH:6][C:3]=1[CH:4]=[CH2:5].[N+](=[CH:12][C:13]([O:15][CH2:16][CH3:17])=[O:14])=[N-], predict the reaction product. The product is: [CH2:16]([O:15][C:13]([CH:12]1[CH2:5][CH:4]1[C:3]1[CH:6]=[CH:7][CH:8]=[CH:9][C:2]=1[F:1])=[O:14])[CH3:17]. (6) Given the reactants C(OC(=O)[NH:7][C:8]1([C:11](=[O:36])[NH:12][CH:13]2[C:21]3[N:20]=[CH:19][C:18]([C:22]4[CH:27]=[C:26]([Cl:28])[CH:25]=[C:24]([F:29])[C:23]=4[C:30]4[N:31]=[N:32][N:33]([CH3:35])[N:34]=4)=[CH:17][C:16]=3[CH2:15][CH2:14]2)[CH2:10][CH2:9]1)(C)(C)C.FC(F)(F)C(O)=O, predict the reaction product. The product is: [Cl:28][C:26]1[CH:25]=[C:24]([F:29])[C:23]([C:30]2[N:31]=[N:32][N:33]([CH3:35])[N:34]=2)=[C:22]([C:18]2[CH:19]=[N:20][C:21]3[CH:13]([NH:12][C:11]([C:8]4([NH2:7])[CH2:10][CH2:9]4)=[O:36])[CH2:14][CH2:15][C:16]=3[CH:17]=2)[CH:27]=1. (7) Given the reactants C([N:8]1[CH2:16][CH:15]2[CH:11]([CH2:12][C:13]3[S:19][CH:18]=[CH:17][C:14]=32)[CH2:10][CH2:9]1)C1C=CC=CC=1.C([O-])([O-])=O.[K+].[K+].CC(Cl)OC(Cl)=O, predict the reaction product. The product is: [S:19]1[C:13]2[CH2:12][CH:11]3[CH:15]([C:14]=2[CH:17]=[CH:18]1)[CH2:16][NH:8][CH2:9][CH2:10]3. (8) The product is: [Cl:1][C:2]1[CH:3]=[CH:4][C:5]([S:8]([CH:11]2[C:20]3[C:15](=[C:16]([F:22])[CH:17]=[CH:18][C:19]=3[F:21])[O:14][CH2:13][CH:12]2[CH2:23][CH2:24][CH:25]([OH:26])[CH2:29][CH:28]=[CH2:27])(=[O:9])=[O:10])=[CH:6][CH:7]=1. Given the reactants [Cl:1][C:2]1[CH:7]=[CH:6][C:5]([S:8]([CH:11]2[C:20]3[C:15](=[C:16]([F:22])[CH:17]=[CH:18][C:19]=3[F:21])[O:14][CH2:13][CH:12]2[CH2:23][CH2:24][CH:25]=[O:26])(=[O:10])=[O:9])=[CH:4][CH:3]=1.[CH2:27]([Mg]Br)[CH:28]=[CH2:29], predict the reaction product. (9) Given the reactants [NH2:1][C:2]1[CH:3]=[N:4][CH:5]=[CH:6][C:7]=1[C@H:8]1[CH2:13][C@@H:12]([NH:14][C:15](=[O:21])[O:16][C:17]([CH3:20])([CH3:19])[CH3:18])[C@@H:11]([S:22]([CH3:25])(=[O:24])=[O:23])[C@@H:10]([CH3:26])[CH2:9]1.[C:27](N1C=CN=C1)(N1C=CN=C1)=[S:28], predict the reaction product. The product is: [N:1]([C:2]1[CH:3]=[N:4][CH:5]=[CH:6][C:7]=1[C@H:8]1[CH2:13][C@@H:12]([NH:14][C:15](=[O:21])[O:16][C:17]([CH3:20])([CH3:19])[CH3:18])[C@@H:11]([S:22]([CH3:25])(=[O:24])=[O:23])[C@@H:10]([CH3:26])[CH2:9]1)=[C:27]=[S:28]. (10) Given the reactants [O:1]=[C:2]1[NH:7][C:6]2[CH:8]=[C:9]([C:12]([OH:14])=O)[CH:10]=[CH:11][C:5]=2[S:4][CH2:3]1.[CH3:15][O:16][C:17]1[CH:18]=[C:19]2[C:24](=[CH:25][CH:26]=1)[N:23]=[CH:22][C:21]([S:27][CH2:28][CH2:29][N:30]1[CH2:35][CH2:34][CH:33]([NH2:36])[CH2:32][CH2:31]1)=[CH:20]2.ON1C2C=CC=CC=2N=N1.Cl.CN(C)CCCN=C=NCC.C(N(CC)C(C)C)(C)C, predict the reaction product. The product is: [CH3:15][O:16][C:17]1[CH:18]=[C:19]2[C:24](=[CH:25][CH:26]=1)[N:23]=[CH:22][C:21]([S:27][CH2:28][CH2:29][N:30]1[CH2:35][CH2:34][CH:33]([NH:36][C:12]([C:9]3[CH:10]=[CH:11][C:5]4[S:4][CH2:3][C:2](=[O:1])[NH:7][C:6]=4[CH:8]=3)=[O:14])[CH2:32][CH2:31]1)=[CH:20]2.